This data is from Forward reaction prediction with 1.9M reactions from USPTO patents (1976-2016). The task is: Predict the product of the given reaction. (1) Given the reactants [Cl:1][C:2]1[CH:7]=[CH:6][C:5]([S:8]([N:11]([CH2:13][C@H:14]2[CH2:19][CH2:18][C@@H:17]([O:20][CH2:21][CH2:22][CH2:23][CH2:24][OH:25])[CH2:16][CH2:15]2)[CH3:12])(=[O:10])=[O:9])=[CH:4][CH:3]=1.[CH3:26][S:27](Cl)(=[O:29])=[O:28], predict the reaction product. The product is: [Cl:1][C:2]1[CH:7]=[CH:6][C:5]([S:8]([N:11]([CH2:13][C@@H:14]2[CH2:19][CH2:18][C@H:17]([O:20][CH2:21][CH2:22][CH2:23][CH2:24][O:25][S:27]([CH3:26])(=[O:29])=[O:28])[CH2:16][CH2:15]2)[CH3:12])(=[O:9])=[O:10])=[CH:4][CH:3]=1. (2) Given the reactants [CH3:1][O:2][C:3]1[C:4]2[C:12]([CH:13]=[C:14]3[CH:18]=[CH:17][S:16][C:15]=13)=[C:11]([O:19][CH3:20])[C:7]1[S:8][CH:9]=[CH:10][C:6]=1[CH:5]=2.[C:21]1([CH3:27])[CH:26]=[CH:25][CH:24]=[CH:23][CH:22]=1.[CH2:28]([CH:36]([CH2:39][CH2:40][CH2:41][CH2:42][CH2:43][CH2:44][CH2:45][CH2:46][CH2:47][CH3:48])CO)[CH2:29][CH2:30][CH2:31][CH2:32][CH2:33][CH2:34][CH3:35].[C:49]1([CH3:59])[CH:54]=[CH:53][C:52](S(O)(=O)=O)=[CH:51][CH:50]=1, predict the reaction product. The product is: [CH2:52]([CH:53]([CH2:54][CH2:49][CH2:59][CH2:22][CH2:23][CH2:24][CH2:25][CH2:26][CH2:21][CH3:27])[CH2:20][O:19][C:11]1[C:12]2[C:4]([CH:5]=[C:6]3[CH:10]=[CH:9][S:8][C:7]=13)=[C:3]([O:2][CH2:1][CH:36]([CH2:28][CH2:29][CH2:30][CH2:31][CH2:32][CH2:33][CH2:34][CH3:35])[CH2:39][CH2:40][CH2:41][CH2:42][CH2:43][CH2:44][CH2:45][CH2:46][CH2:47][CH3:48])[C:15]1[S:16][CH:17]=[CH:18][C:14]=1[CH:13]=2)[CH2:51][CH2:50][CH2:14][CH2:15][CH2:3][CH2:4][CH3:5]. (3) The product is: [F:27][C:25]1[CH:26]=[C:21]([CH:17]2[CH2:18][CH2:19][CH2:20][N:16]2[C:13]2[CH:14]=[CH:15][N:10]3[N:9]=[CH:8][C:7](/[CH:6]=[CH:5]/[C:4]([OH:28])=[O:3])=[C:11]3[N:12]=2)[CH:22]=[N:23][CH:24]=1. Given the reactants C([O:3][C:4](=[O:28])/[CH:5]=[CH:6]/[C:7]1[CH:8]=[N:9][N:10]2[CH:15]=[CH:14][C:13]([N:16]3[CH2:20][CH2:19][CH2:18][CH:17]3[C:21]3[CH:22]=[N:23][CH:24]=[C:25]([F:27])[CH:26]=3)=[N:12][C:11]=12)C.[Li+].[OH-], predict the reaction product.